Dataset: Full USPTO retrosynthesis dataset with 1.9M reactions from patents (1976-2016). Task: Predict the reactants needed to synthesize the given product. (1) Given the product [N:12]1[CH:13]=[CH:14][CH:15]=[C:10]([C:6]2[CH:5]=[C:4]([NH2:1])[CH:9]=[CH:8][CH:7]=2)[CH:11]=1, predict the reactants needed to synthesize it. The reactants are: [N+:1]([C:4]1[CH:5]=[C:6]([C:10]2[CH:11]=[N:12][CH:13]=[CH:14][CH:15]=2)[CH:7]=[CH:8][CH:9]=1)([O-])=O. (2) Given the product [Cl:1][C:2]1[N:11]([CH2:15][C:16]2[CH:23]=[CH:22][CH:21]=[CH:20][C:17]=2[CH3:18])[C:10]2[C:9](=[O:12])[N:7]([CH3:8])[C:6](=[O:13])[N:5]([CH3:14])[C:4]=2[N:3]=1, predict the reactants needed to synthesize it. The reactants are: [Cl:1][C:2]1[NH:11][C:10]2[C:9](=[O:12])[N:7]([CH3:8])[C:6](=[O:13])[N:5]([CH3:14])[C:4]=2[N:3]=1.[CH3:15][C:16]1[CH:23]=[CH:22][CH:21]=[CH:20][C:17]=1[CH2:18]Br.C(Br)C1C=CC=CC=1. (3) The reactants are: [C:1]1([CH3:18])[CH:6]=[CH:5][CH:4]=[C:3]([O:7][CH2:8][C:9]2[CH:17]=[CH:16][C:12]([C:13]([OH:15])=O)=[CH:11][CH:10]=2)[CH:2]=1.CN(C(ON1N=NC2C=CC=NC1=2)=[N+](C)C)C.F[P-](F)(F)(F)(F)F.[CH3:43][C:44]1([CH3:53])[CH2:49][CH:48]([NH2:50])[CH2:47][C:46]([CH3:52])([CH3:51])[NH:45]1.CCN(C(C)C)C(C)C. Given the product [CH3:43][C:44]1([CH3:53])[CH2:49][CH:48]([NH:50][C:13](=[O:15])[C:12]2[CH:11]=[CH:10][C:9]([CH2:8][O:7][C:3]3[CH:2]=[C:1]([CH3:18])[CH:6]=[CH:5][CH:4]=3)=[CH:17][CH:16]=2)[CH2:47][C:46]([CH3:52])([CH3:51])[NH:45]1, predict the reactants needed to synthesize it. (4) Given the product [CH:1]([C:7]1[CH:20]=[C:25]([NH2:31])[N:9]([C:10]2[CH:11]=[C:12]3[C:17](=[CH:18][CH:19]=2)[N:16]=[CH:15][CH:14]=[CH:13]3)[N:8]=1)([CH3:2])[CH3:6], predict the reactants needed to synthesize it. The reactants are: [C:1]1([C:7]([C:20]2[CH:25]=CC=CC=2)=[N:8][NH:9][C:10]2[CH:11]=[C:12]3[C:17](=[CH:18][CH:19]=2)[N:16]=[CH:15][CH:14]=[CH:13]3)[CH:6]=CC=C[CH:2]=1.CC(C)C(=O)CC#[N:31]. (5) Given the product [CH2:1]([N:8]([CH2:22][CH:23]=[O:24])[C:9](=[O:21])[CH2:10][CH2:11][O:12][CH2:13][CH2:14][C:15]1[CH:16]=[CH:17][CH:18]=[CH:19][CH:20]=1)[C:2]1[CH:3]=[CH:4][CH:5]=[CH:6][CH:7]=1, predict the reactants needed to synthesize it. The reactants are: [CH2:1]([N:8]([CH2:22][CH:23](OCC)[O:24]CC)[C:9](=[O:21])[CH2:10][CH2:11][O:12][CH2:13][CH2:14][C:15]1[CH:20]=[CH:19][CH:18]=[CH:17][CH:16]=1)[C:2]1[CH:7]=[CH:6][CH:5]=[CH:4][CH:3]=1.Cl.ClCCl. (6) The reactants are: [Cl:1][C:2]1[CH:3]=[C:4]([N:17]2[C:22](=[O:23])[NH:21][C:20](=[O:24])[CH:19]=[N:18]2)[CH:5]=[CH:6][C:7]=1[CH:8](Cl)[C:9]1[CH:14]=[CH:13][C:12]([Cl:15])=[CH:11][CH:10]=1.[OH:25][CH:26]1[CH2:31][CH2:30][NH:29][CH2:28][CH2:27]1.C(=O)(O)[O-].[Na+]. Given the product [Cl:1][C:2]1[CH:3]=[C:4]([N:17]2[C:22](=[O:23])[NH:21][C:20](=[O:24])[CH:19]=[N:18]2)[CH:5]=[CH:6][C:7]=1[CH:8]([C:9]1[CH:14]=[CH:13][C:12]([Cl:15])=[CH:11][CH:10]=1)[N:29]1[CH2:30][CH2:31][CH:26]([OH:25])[CH2:27][CH2:28]1, predict the reactants needed to synthesize it.